This data is from Full USPTO retrosynthesis dataset with 1.9M reactions from patents (1976-2016). The task is: Predict the reactants needed to synthesize the given product. (1) Given the product [N:1]1[CH:6]=[CH:5][CH:4]=[C:3]([CH:7]2[CH2:12][CH2:11][CH2:10][C:9](=[O:13])[CH2:8]2)[CH:2]=1, predict the reactants needed to synthesize it. The reactants are: [N:1]1[CH:6]=[CH:5][CH:4]=[C:3]([C:7]2[CH2:12][CH2:11][CH2:10][C:9](=[O:13])[CH:8]=2)[CH:2]=1. (2) Given the product [CH3:1][O:2][C:3](=[O:19])[CH2:4][O:5][C:6]1[CH:11]=[C:10]([CH:12]([CH3:13])[CH3:14])[C:9]([SH:15])=[CH:8][C:7]=1[CH3:18], predict the reactants needed to synthesize it. The reactants are: [CH3:1][O:2][C:3](=[O:19])[CH2:4][O:5][C:6]1[CH:11]=[C:10]([CH:12]([CH3:14])[CH3:13])[C:9]([S:15]C#N)=[CH:8][C:7]=1[CH3:18].SC[C@H]([C@@H](CS)O)O.OP([O-])(O)=O.[K+]. (3) The reactants are: [CH2:1]([C:5]1[N:6]([CH2:33][CH2:34][S:35][C:36]2[CH:41]=[CH:40][CH:39]=[CH:38][CH:37]=2)[C:7]2[C:16]3[CH2:15][CH2:14][CH2:13][CH2:12][C:11]=3[N:10]=[C:9]([N:17](C(OC(C)(C)C)=O)C(OC(C)(C)C)=O)[C:8]=2[N:32]=1)[CH2:2][CH2:3][CH3:4].Cl.[Cl:43]CCl. Given the product [ClH:43].[CH2:1]([C:5]1[N:6]([CH2:33][CH2:34][S:35][C:36]2[CH:41]=[CH:40][CH:39]=[CH:38][CH:37]=2)[C:7]2[C:16]3[CH2:15][CH2:14][CH2:13][CH2:12][C:11]=3[N:10]=[C:9]([NH2:17])[C:8]=2[N:32]=1)[CH2:2][CH2:3][CH3:4], predict the reactants needed to synthesize it. (4) Given the product [O:16]1[C:15]2([CH2:20][CH2:21][CH:12]([CH2:10][OH:9])[CH2:13][CH2:14]2)[O:19][CH2:18][CH2:17]1, predict the reactants needed to synthesize it. The reactants are: [H-].[Al+3].[Li+].[H-].[H-].[H-].C([O:9][C:10]([CH:12]1[CH2:21][CH2:20][C:15]2([O:19][CH2:18][CH2:17][O:16]2)[CH2:14][CH2:13]1)=O)C. (5) Given the product [CH2:1]([C:3]1[C:11]2[C:6](=[N:7][CH:8]=[C:9]3[CH:14]=[N:13][N:12]([CH3:28])[C:10]3=2)[N:5]([S:17]([C:20]2[CH:26]=[CH:25][C:23]([CH3:24])=[CH:22][CH:21]=2)(=[O:19])=[O:18])[CH:4]=1)[CH3:2], predict the reactants needed to synthesize it. The reactants are: [CH2:1]([C:3]1[C:11]2[C:6](=[N:7][CH:8]=[C:9]3[CH:14]=[N:13][NH:12][C:10]3=2)[NH:5][CH:4]=1)[CH3:2].[H-].[Na+].[S:17](Cl)([C:20]1[CH:26]=[CH:25][C:23]([CH3:24])=[CH:22][CH:21]=1)(=[O:19])=[O:18].[CH3:28]N(C=O)C.